Task: Predict which catalyst facilitates the given reaction.. Dataset: Catalyst prediction with 721,799 reactions and 888 catalyst types from USPTO Reactant: Cl[C:2]1[C:11]([C:12]#[N:13])=[C:10]([C:14]2[CH:19]=[CH:18][CH:17]=[C:16]([CH:20]([CH3:22])[CH3:21])[CH:15]=2)[C:9]2[C:4](=[CH:5][CH:6]=[C:7]([Cl:23])[CH:8]=2)[N:3]=1.[CH2:24]([NH:26][CH2:27][CH3:28])[CH3:25].C(N(CC)CC)C.O. Product: [Cl:23][C:7]1[CH:8]=[C:9]2[C:4](=[CH:5][CH:6]=1)[N:3]=[C:2]([N:26]([CH2:27][CH3:28])[CH2:24][CH3:25])[C:11]([C:12]#[N:13])=[C:10]2[C:14]1[CH:19]=[CH:18][CH:17]=[C:16]([CH:20]([CH3:22])[CH3:21])[CH:15]=1. The catalyst class is: 3.